Dataset: Catalyst prediction with 721,799 reactions and 888 catalyst types from USPTO. Task: Predict which catalyst facilitates the given reaction. (1) Reactant: [CH3:1][C:2]([C:4]1[C:13]2[C:8](=[CH:9][CH:10]=[CH:11][CH:12]=2)[CH:7]=[CH:6][CH:5]=1)=[O:3].[H-].[Na+].[CH3:16][O:17][C:18](=O)[O:19]C. Product: [C:4]1([C:2](=[O:3])[CH2:1][C:18]([O:17][CH3:16])=[O:19])[C:13]2[C:8](=[CH:9][CH:10]=[CH:11][CH:12]=2)[CH:7]=[CH:6][CH:5]=1. The catalyst class is: 195. (2) Product: [Br:15][C:16]1[CH:21]=[C:20]([F:22])[CH:19]=[CH:18][C:17]=1[C@@H:23]1[N:24]=[C:25]([C:35]2[S:36][CH:37]=[CH:38][N:39]=2)[NH:26][C:27]([CH2:33][N:6]2[CH2:7][C:3]([F:2])([F:14])[CH2:4][C@H:5]2[CH2:8][CH:9]([CH3:13])[C:10]([OH:12])=[O:11])=[C:28]1[C:29]([O:31][CH3:32])=[O:30]. The catalyst class is: 8. Reactant: Cl.[F:2][C:3]1([F:14])[CH2:7][NH:6][C@H:5]([CH2:8][CH:9]([CH3:13])[C:10]([OH:12])=[O:11])[CH2:4]1.[Br:15][C:16]1[CH:21]=[C:20]([F:22])[CH:19]=[CH:18][C:17]=1[C@H:23]1[C:28]([C:29]([O:31][CH3:32])=[O:30])=[C:27]([CH2:33]Br)[NH:26][C:25]([C:35]2[S:36][CH:37]=[CH:38][N:39]=2)=[N:24]1.C(=O)([O-])[O-].[K+].[K+]. (3) Product: [CH2:18]([O:17][C:15]([C:14]1[C:13](=[O:20])[NH:12][N:11]=[C:5]([CH2:6][C:7]([CH3:8])([CH3:9])[CH3:10])[C:4]=1[OH:21])=[O:16])[CH3:19]. Reactant: C(O[C:4](=[O:21])[C:5](=[N:11][NH:12][C:13](=[O:20])[CH2:14][C:15]([O:17][CH2:18][CH3:19])=[O:16])[CH2:6][C:7]([CH3:10])([CH3:9])[CH3:8])C.CC([O-])=O.[Na+]. The catalyst class is: 3. (4) Reactant: C1C=CC(N([S:8]([C:11]([F:14])([F:13])[F:12])(=[O:10])=[O:9])[S:8]([C:11]([F:14])([F:13])[F:12])(=[O:10])=[O:9])=CC=1.[CH3:22][C:23]1([CH2:27][O:28][C:29]2[CH:48]=[CH:47][C:32]3[N:33]([C:36]4[CH:45]=[CH:44][C:43]5[C:38](=[C:39]([OH:46])[CH:40]=[CH:41][CH:42]=5)[N:37]=4)[CH:34]=[N:35][C:31]=3[CH:30]=2)[CH2:26][O:25][CH2:24]1.C(N(CC)CC)C. Product: [CH3:22][C:23]1([CH2:27][O:28][C:29]2[CH:48]=[CH:47][C:32]3[N:33]([C:36]4[CH:45]=[CH:44][C:43]5[C:38](=[C:39]([O:46][S:8]([C:11]([F:14])([F:13])[F:12])(=[O:10])=[O:9])[CH:40]=[CH:41][CH:42]=5)[N:37]=4)[CH:34]=[N:35][C:31]=3[CH:30]=2)[CH2:24][O:25][CH2:26]1. The catalyst class is: 3. (5) Reactant: [NH2:1][C:2]1[NH:6][N:5]=[C:4]([NH:7][C:8]2[CH:13]=[C:12]([C:14]([F:17])([F:16])[F:15])[C:11]([C:18]3[CH:23]=[CH:22][CH:21]=[C:20]([S:24]([NH:27]C(C)(C)C)(=[O:26])=[O:25])[CH:19]=3)=[C:10]([Cl:32])[CH:9]=2)[N:3]=1.[C:33]([OH:39])([C:35]([F:38])([F:37])[F:36])=[O:34]. Product: [F:36][C:35]([F:38])([F:37])[C:33]([OH:39])=[O:34].[NH2:1][C:2]1[NH:6][N:5]=[C:4]([NH:7][C:8]2[CH:13]=[C:12]([C:14]([F:16])([F:15])[F:17])[C:11]([C:18]3[CH:23]=[CH:22][CH:21]=[C:20]([S:24]([NH2:27])(=[O:26])=[O:25])[CH:19]=3)=[C:10]([Cl:32])[CH:9]=2)[N:3]=1. The catalyst class is: 2. (6) Reactant: CC1C=CC(S(O[CH2:12][CH:13]2[O:18][C:17]3[CH:19]=[C:20]([F:23])[CH:21]=[CH:22][C:16]=3[O:15][CH2:14]2)(=O)=O)=CC=1.[CH2:24]([NH2:27])[CH:25]=[CH2:26]. Product: [F:23][C:20]1[CH:21]=[CH:22][C:16]2[O:15][CH2:14][CH:13]([CH2:12][NH:27][CH2:24][CH:25]=[CH2:26])[O:18][C:17]=2[CH:19]=1. The catalyst class is: 10.